Predict the reactants needed to synthesize the given product. From a dataset of Full USPTO retrosynthesis dataset with 1.9M reactions from patents (1976-2016). Given the product [I:43][CH2:2][C@@H:3]([CH3:18])[CH2:4][N:5]1[C:10]2[CH:11]=[C:12]([O:15][CH3:16])[CH:13]=[CH:14][C:9]=2[O:8][CH2:7][C:6]1=[O:17], predict the reactants needed to synthesize it. The reactants are: O[CH2:2][C@@H:3]([CH3:18])[CH2:4][N:5]1[C:10]2[CH:11]=[C:12]([O:15][CH3:16])[CH:13]=[CH:14][C:9]=2[O:8][CH2:7][C:6]1=[O:17].C1(P(C2C=CC=CC=2)C2C=CC=CC=2)C=CC=CC=1.N1C=CN=C1.[I:43]I.